Dataset: Peptide-MHC class I binding affinity with 185,985 pairs from IEDB/IMGT. Task: Regression. Given a peptide amino acid sequence and an MHC pseudo amino acid sequence, predict their binding affinity value. This is MHC class I binding data. (1) The peptide sequence is DCKTILKAL. The MHC is HLA-B45:01 with pseudo-sequence HLA-B45:01. The binding affinity (normalized) is 0. (2) The peptide sequence is SLFNTAATL. The MHC is HLA-A68:02 with pseudo-sequence HLA-A68:02. The binding affinity (normalized) is 0.0206. (3) The peptide sequence is LYQKTGESS. The MHC is HLA-A30:02 with pseudo-sequence HLA-A30:02. The binding affinity (normalized) is 0.0142. (4) The peptide sequence is QYIKWPWYVW. The MHC is Patr-A0901 with pseudo-sequence Patr-A0901. The binding affinity (normalized) is 0.602.